Dataset: Orexin1 receptor HTS with 218,158 compounds and 233 confirmed actives. Task: Binary Classification. Given a drug SMILES string, predict its activity (active/inactive) in a high-throughput screening assay against a specified biological target. (1) The drug is O(c1nc(/[nH]c(c1)C)=C1/C(=O)C=CC=C1)c1ccc(cc1)C. The result is 0 (inactive). (2) The molecule is O(C(=O)C1CCN(CC1)C(=O)CCCOc1ccccc1)CC. The result is 0 (inactive).